This data is from NCI-60 drug combinations with 297,098 pairs across 59 cell lines. The task is: Regression. Given two drug SMILES strings and cell line genomic features, predict the synergy score measuring deviation from expected non-interaction effect. (1) Drug 1: CC12CCC(CC1=CCC3C2CCC4(C3CC=C4C5=CN=CC=C5)C)O. Drug 2: C1=CC=C(C(=C1)C(C2=CC=C(C=C2)Cl)C(Cl)Cl)Cl. Cell line: A549. Synergy scores: CSS=2.39, Synergy_ZIP=-0.909, Synergy_Bliss=-1.43, Synergy_Loewe=-4.69, Synergy_HSA=-2.10. (2) Synergy scores: CSS=-0.240, Synergy_ZIP=1.25, Synergy_Bliss=1.98, Synergy_Loewe=-0.960, Synergy_HSA=-1.18. Cell line: NCI-H460. Drug 2: CC1=C(C=C(C=C1)C(=O)NC2=CC(=CC(=C2)C(F)(F)F)N3C=C(N=C3)C)NC4=NC=CC(=N4)C5=CN=CC=C5. Drug 1: CN1C(=O)N2C=NC(=C2N=N1)C(=O)N. (3) Drug 1: CC12CCC3C(C1CCC2NC(=O)OCC(F)(F)F)CCC4C3(C=CC(=O)N4C)C. Drug 2: CC1C(C(CC(O1)OC2CC(CC3=C2C(=C4C(=C3O)C(=O)C5=C(C4=O)C(=CC=C5)OC)O)(C(=O)CO)O)N)O. Cell line: SW-620. Synergy scores: CSS=64.6, Synergy_ZIP=5.28, Synergy_Bliss=4.75, Synergy_Loewe=-12.1, Synergy_HSA=4.85. (4) Drug 1: CCN(CC)CCCC(C)NC1=C2C=C(C=CC2=NC3=C1C=CC(=C3)Cl)OC. Drug 2: CCC1(C2=C(COC1=O)C(=O)N3CC4=CC5=C(C=CC(=C5CN(C)C)O)N=C4C3=C2)O.Cl. Cell line: SK-MEL-5. Synergy scores: CSS=49.0, Synergy_ZIP=11.3, Synergy_Bliss=13.3, Synergy_Loewe=15.4, Synergy_HSA=15.6. (5) Drug 1: CC1=C2C(C(=O)C3(C(CC4C(C3C(C(C2(C)C)(CC1OC(=O)C(C(C5=CC=CC=C5)NC(=O)C6=CC=CC=C6)O)O)OC(=O)C7=CC=CC=C7)(CO4)OC(=O)C)O)C)OC(=O)C. Drug 2: C(CCl)NC(=O)N(CCCl)N=O. Cell line: RPMI-8226. Synergy scores: CSS=55.0, Synergy_ZIP=-2.68, Synergy_Bliss=-4.13, Synergy_Loewe=-12.4, Synergy_HSA=-2.42. (6) Drug 1: CC1=C2C(C(=O)C3(C(CC4C(C3C(C(C2(C)C)(CC1OC(=O)C(C(C5=CC=CC=C5)NC(=O)C6=CC=CC=C6)O)O)OC(=O)C7=CC=CC=C7)(CO4)OC(=O)C)O)C)OC(=O)C. Drug 2: C(CCl)NC(=O)N(CCCl)N=O. Cell line: SN12C. Synergy scores: CSS=48.1, Synergy_ZIP=-2.34, Synergy_Bliss=-1.32, Synergy_Loewe=-41.6, Synergy_HSA=-0.392. (7) Drug 1: CCC1(CC2CC(C3=C(CCN(C2)C1)C4=CC=CC=C4N3)(C5=C(C=C6C(=C5)C78CCN9C7C(C=CC9)(C(C(C8N6C=O)(C(=O)OC)O)OC(=O)C)CC)OC)C(=O)OC)O.OS(=O)(=O)O. Drug 2: C(CCl)NC(=O)N(CCCl)N=O. Cell line: OVCAR-5. Synergy scores: CSS=3.29, Synergy_ZIP=1.13, Synergy_Bliss=4.25, Synergy_Loewe=-0.0227, Synergy_HSA=0.563.